From a dataset of Experimentally validated miRNA-target interactions with 360,000+ pairs, plus equal number of negative samples. Binary Classification. Given a miRNA mature sequence and a target amino acid sequence, predict their likelihood of interaction. The miRNA is hsa-miR-7847-3p with sequence CGUGGAGGACGAGGAGGAGGC. The protein sequence of the target gene is MSGGGVIRGPAGNNDCRIYVGNLPPDIRTKDIEDVFYKYGAIRDIDLKNRRGGPPFAFVEFEDPRDAEDAVYGRDGYDYDGYRLRVEFPRSGRGTGRGGGGGGGGGAPRGRYGPPSRRSENRVVVSGLPPSGSWQDLKDHMREAGDVCYADVYRDGTGVVEFVRKEDMTYAVRKLDNTKFRSHEGETAYIRVKVDGPRSPSYGRSRSRSRSRSRSRSRSNSRSRSYSPRRSRGSPRYSPRHSRSRSRT. Result: 1 (interaction).